This data is from Forward reaction prediction with 1.9M reactions from USPTO patents (1976-2016). The task is: Predict the product of the given reaction. (1) The product is: [NH2:27][C:18]1[N:19]=[C:1]([CH3:2])[C:4]2[C:9](=[O:10])[CH2:8][CH:7]([C:11]3[S:12][CH:13]=[CH:14][CH:15]=3)[CH2:6][C:5]=2[N:17]=1. Given the reactants [C:1]([CH:4]1[C:9](=[O:10])[CH2:8][CH:7]([C:11]2[S:12][CH:13]=[CH:14][CH:15]=2)[CH2:6][C:5]1=O)(=O)[CH3:2].[NH2:17][C:18]1[N:27]=C(C)C2C(=O)CC(C3C=CC(F)=CC=3)CC=2[N:19]=1, predict the reaction product. (2) Given the reactants Cl.[CH3:2][NH:3][O:4][CH3:5].C(N(CC)C(C)C)(C)C.[F:15][C:16]([F:23])([F:22])[C:17](=[CH2:21])[C:18](O)=[O:19].C1(N=C=NC2CCCCC2)CCCCC1, predict the reaction product. The product is: [CH3:5][O:4][N:3]([CH3:2])[C:18](=[O:19])[C:17]([C:16]([F:23])([F:22])[F:15])=[CH2:21]. (3) Given the reactants [I:1][C:2]1[CH:7]=[CH:6][C:5]([O:8][CH3:9])=[CH:4][C:3]=1[S:10][C:11]1[NH:12][C:13]2[CH:18]=[CH:17][N:16]=[C:15]([NH2:19])[C:14]=2[N:20]=1.[C:21]([O:24][CH2:25][CH2:26][CH2:27]Br)(=[O:23])[CH3:22].C([O-])([O-])=O.[Cs+].[Cs+].C(OCCCN1C2C=CN=C(N)C=2N=C1SC1C(Br)=CC2OCOC=2C=1)(=O)C, predict the reaction product. The product is: [C:21]([O:24][CH2:25][CH2:26][CH2:27][N:12]1[C:13]2[CH:18]=[CH:17][N:16]=[C:15]([NH2:19])[C:14]=2[N:20]=[C:11]1[S:10][C:3]1[CH:4]=[C:5]([O:8][CH3:9])[CH:6]=[CH:7][C:2]=1[I:1])(=[O:23])[CH3:22]. (4) The product is: [CH3:16][C:11]1([CH3:15])[CH2:10][C:9](=[O:17])[N:8]([C:5]2[N:6]=[CH:7][C:2]([O:1][C:20](=[O:21])[N:19]([CH3:18])[C:23]3[CH:28]=[CH:27][CH:26]=[CH:25][CH:24]=3)=[CH:3][N:4]=2)[C:13](=[O:14])[CH2:12]1. Given the reactants [OH:1][C:2]1[CH:3]=[N:4][C:5]([N:8]2[C:13](=[O:14])[CH2:12][C:11]([CH3:16])([CH3:15])[CH2:10][C:9]2=[O:17])=[N:6][CH:7]=1.[CH3:18][N:19]([C:23]1[CH:28]=[CH:27][CH:26]=[CH:25][CH:24]=1)[C:20](Cl)=[O:21].N12CCN(CC1)CC2, predict the reaction product. (5) Given the reactants [CH3:1][S:2]([C:5]1[CH:10]=[CH:9][C:8]([C:11]([C:18]2[NH:28][C:21]3=[N:22][CH:23]=[C:24]([O:26][CH3:27])[CH:25]=[C:20]3[CH:19]=2)=[CH:12][CH:13]2[CH2:17][CH2:16][CH2:15][O:14]2)=[CH:7][CH:6]=1)(=[O:4])=[O:3], predict the reaction product. The product is: [CH3:1][S:2]([C:5]1[CH:10]=[CH:9][C:8]([CH:11]([C:18]2[NH:28][C:21]3=[N:22][CH:23]=[C:24]([O:26][CH3:27])[CH:25]=[C:20]3[CH:19]=2)[CH2:12][CH:13]2[CH2:17][CH2:16][CH2:15][O:14]2)=[CH:7][CH:6]=1)(=[O:3])=[O:4]. (6) Given the reactants O=[C:2]1[C:11]2[C:6](=[C:7]([C:12]#[N:13])[CH:8]=[CH:9][CH:10]=2)[NH:5][CH:4]=[CH:3]1.P(Cl)(Cl)([Cl:16])=O, predict the reaction product. The product is: [Cl:16][C:2]1[C:11]2[C:6](=[C:7]([C:12]#[N:13])[CH:8]=[CH:9][CH:10]=2)[N:5]=[CH:4][CH:3]=1. (7) Given the reactants [C:1]([C:4]1[CH:9]=[CH:8][N:7]2[C:10]([C:13]([NH:15][C:16]3[CH:24]=[CH:23][CH:22]=[C:21]4[C:17]=3[C:18]([CH3:33])=[N:19][N:20]4[CH2:25][C:26]3[CH:31]=[CH:30][CH:29]=[C:28]([CH3:32])[N:27]=3)=[O:14])=[CH:11][N:12]=[C:6]2[CH:5]=1)(=O)[CH3:2].[CH2:34]([CH2:36][NH2:37])[OH:35], predict the reaction product. The product is: [OH:35][CH2:34][CH2:36][NH:37][CH:1]([C:4]1[CH:9]=[CH:8][N:7]2[C:10]([C:13]([NH:15][C:16]3[CH:24]=[CH:23][CH:22]=[C:21]4[C:17]=3[C:18]([CH3:33])=[N:19][N:20]4[CH2:25][C:26]3[CH:31]=[CH:30][CH:29]=[C:28]([CH3:32])[N:27]=3)=[O:14])=[CH:11][N:12]=[C:6]2[CH:5]=1)[CH3:2].